Dataset: Reaction yield outcomes from USPTO patents with 853,638 reactions. Task: Predict the reaction yield, written as a fraction of the theoretical maximum amount of product (1.0 means a 100% yield; for example, 0.34 means a 34% yield). (1) The reactants are [C:1]([N:8]1[CH2:15][C@H:14]([OH:16])[CH2:13][C@H:9]1[C:10]([OH:12])=[O:11])([O:3][C:4]([CH3:7])([CH3:6])[CH3:5])=[O:2].[H-].[Na+].Br[CH2:20][C:21]1[C:30]2[C:25](=[CH:26][CH:27]=[CH:28][CH:29]=2)[CH:24]=[CH:23][CH:22]=1.O. The catalyst is C1COCC1. The product is [C:1]([N:8]1[CH2:15][C@H:14]([O:16][CH2:20][C:21]2[C:30]3[C:25](=[CH:26][CH:27]=[CH:28][CH:29]=3)[CH:24]=[CH:23][CH:22]=2)[CH2:13][C@H:9]1[C:10]([OH:12])=[O:11])([O:3][C:4]([CH3:7])([CH3:6])[CH3:5])=[O:2]. The yield is 0.560. (2) The reactants are [Cl:1][C:2]1[CH:10]=[C:9]2[C:5]([CH:6]=[C:7]([C:14](OCC)=O)[N:8]2[CH2:11][C:12]#[N:13])=[CH:4][C:3]=1[CH3:19].[H-].[Al+3].[Li+].[H-].[H-].[H-].C(C(C(C([O-])=O)O)O)([O-])=O.[Na+].[K+].C(OCC)(=O)C. The catalyst is CCOCC. The product is [Cl:1][C:2]1[C:3]([CH3:19])=[CH:4][C:5]2[CH:6]=[C:7]3[CH2:14][NH:13][CH2:12][CH2:11][N:8]3[C:9]=2[CH:10]=1. The yield is 0.190. (3) The reactants are [C:1]([NH:4][C@@:5]1([C:13]([NH:15][C:16]([CH3:19])([CH3:18])[CH3:17])=[O:14])[CH2:9][CH2:8][O:7][C@@H:6]1[CH2:10][CH:11]=[CH2:12])(=[O:3])[CH3:2].[CH3:20][C:21]1([CH3:28])[C:25]([CH3:27])([CH3:26])[O:24][BH:23][O:22]1.O. The catalyst is ClCCl.[Ir+].ClC1CCC=CCCC=1.C1(P(C2C=CC=CC=2)CCP(C2C=CC=CC=2)C2C=CC=CC=2)C=CC=CC=1. The product is [C:1]([NH:4][C@@:5]1([C:13]([NH:15][C:16]([CH3:19])([CH3:18])[CH3:17])=[O:14])[CH2:9][CH2:8][O:7][C@@H:6]1[CH2:10][CH2:11][CH2:12][B:23]1[O:24][C:25]([CH3:27])([CH3:26])[C:21]([CH3:28])([CH3:20])[O:22]1)(=[O:3])[CH3:2]. The yield is 0.630. (4) The reactants are [CH3:1][O:2][C:3](=[O:24])[C:4]1[CH:9]=[C:8]([S:10](=[O:22])(=[O:21])[NH:11][CH2:12][CH2:13][C:14]2[CH:19]=[CH:18][C:17](Br)=[CH:16][CH:15]=2)[CH:7]=[CH:6][C:5]=1[CH3:23].[F:25][C:26]([F:38])([F:37])[O:27][C:28]1[CH:33]=[CH:32][C:31](B(O)O)=[CH:30][CH:29]=1.C(=O)([O-])[O-].[K+].[K+].ClCCl. The catalyst is O1CCOCC1.C1(P(C2C=CC=CC=2)[C-]2C=CC=C2)C=CC=CC=1.[C-]1(P(C2C=CC=CC=2)C2C=CC=CC=2)C=CC=C1.[Fe+2].O. The product is [CH3:1][O:2][C:3](=[O:24])[C:4]1[CH:9]=[C:8]([S:10](=[O:22])(=[O:21])[NH:11][CH2:12][CH2:13][C:14]2[CH:19]=[CH:18][C:17]([C:31]3[CH:30]=[CH:29][C:28]([O:27][C:26]([F:25])([F:37])[F:38])=[CH:33][CH:32]=3)=[CH:16][CH:15]=2)[CH:7]=[CH:6][C:5]=1[CH3:23]. The yield is 0.620. (5) The reactants are [NH2:1][C:2]1[CH:7]=[C:6]([CH2:8][O:9][C:10]2[C:19]3[C:14](=[CH:15][CH:16]=[CH:17][CH:18]=3)[C:13]([N+:20]([O-])=O)=[CH:12][CH:11]=2)[CH:5]=[CH:4][N:3]=1.[H][H]. The catalyst is CO.CC(O)=O.[Pt]. The product is [NH2:1][C:2]1[CH:7]=[C:6]([CH2:8][O:9][C:10]2[C:19]3[C:14](=[CH:15][CH:16]=[CH:17][CH:18]=3)[C:13]([NH2:20])=[CH:12][CH:11]=2)[CH:5]=[CH:4][N:3]=1. The yield is 0.940.